This data is from Full USPTO retrosynthesis dataset with 1.9M reactions from patents (1976-2016). The task is: Predict the reactants needed to synthesize the given product. (1) Given the product [CH:38]([O:37][C:35]([O:1][C:2]1[CH:11]=[CH:10][C:9]2[NH:8][C:7](=[O:12])[C:6]3[S:13][CH:14]=[CH:15][C:5]=3[C:4]=2[C:3]=1[C:16]1[CH:21]=[CH:20][C:19]([CH:22]([NH:24][C:25](=[O:31])[O:26][C:27]([CH3:30])([CH3:29])[CH3:28])[CH3:23])=[CH:18][CH:17]=1)=[O:36])([CH3:40])[CH3:39], predict the reactants needed to synthesize it. The reactants are: [OH:1][C:2]1[CH:11]=[CH:10][C:9]2[NH:8][C:7](=[O:12])[C:6]3[S:13][CH:14]=[CH:15][C:5]=3[C:4]=2[C:3]=1[C:16]1[CH:21]=[CH:20][C:19]([CH:22]([NH:24][C:25](=[O:31])[O:26][C:27]([CH3:30])([CH3:29])[CH3:28])[CH3:23])=[CH:18][CH:17]=1.[H-].[Na+].Cl[C:35]([O:37][CH:38]([CH3:40])[CH3:39])=[O:36].O. (2) Given the product [CH3:10][C:11]([CH3:16])([CH3:15])[CH2:12][CH2:13][NH:14][CH2:2][CH2:3][N:4]1[CH2:9][CH2:8][O:7][CH2:6][CH2:5]1, predict the reactants needed to synthesize it. The reactants are: Cl[CH2:2][CH2:3][N:4]1[CH2:9][CH2:8][O:7][CH2:6][CH2:5]1.[CH3:10][C:11]([CH3:16])([CH3:15])[CH2:12][CH2:13][NH2:14].C(N(C(C)C)CC)(C)C.C(#N)C. (3) Given the product [F:8][C:9]1[CH:14]=[CH:13][C:12]([N:15]2[C:24]([CH2:25][CH2:26][CH2:27][CH2:28][C:29]([OH:31])=[O:30])=[CH:23][C:22]3[C:17](=[CH:18][CH:19]=[C:20]([C:36]([N:38]4[CH2:43][CH2:42][N:41]([C:44]5[CH:45]=[CH:46][C:47]([F:50])=[CH:48][CH:49]=5)[CH2:40][C@H:39]4[CH3:51])=[O:37])[CH:21]=3)[C:16]2=[O:52])=[CH:11][CH:10]=1, predict the reactants needed to synthesize it. The reactants are: C(O)(C(F)(F)F)=O.[F:8][C:9]1[CH:14]=[CH:13][C:12]([N:15]2[C:24]([CH2:25][CH2:26][CH2:27][CH2:28][C:29]([O:31]C(C)(C)C)=[O:30])=[CH:23][C:22]3[C:17](=[CH:18][CH:19]=[C:20]([C:36]([N:38]4[CH2:43][CH2:42][N:41]([C:44]5[CH:49]=[CH:48][C:47]([F:50])=[CH:46][CH:45]=5)[CH2:40][C@H:39]4[CH3:51])=[O:37])[CH:21]=3)[C:16]2=[O:52])=[CH:11][CH:10]=1.